From a dataset of NCI-60 drug combinations with 297,098 pairs across 59 cell lines. Regression. Given two drug SMILES strings and cell line genomic features, predict the synergy score measuring deviation from expected non-interaction effect. (1) Cell line: HCT116. Drug 2: C1CC(=O)NC(=O)C1N2CC3=C(C2=O)C=CC=C3N. Drug 1: CC(C1=C(C=CC(=C1Cl)F)Cl)OC2=C(N=CC(=C2)C3=CN(N=C3)C4CCNCC4)N. Synergy scores: CSS=11.4, Synergy_ZIP=-6.00, Synergy_Bliss=-6.38, Synergy_Loewe=-6.76, Synergy_HSA=-6.70. (2) Drug 1: CC1=CC2C(CCC3(C2CCC3(C(=O)C)OC(=O)C)C)C4(C1=CC(=O)CC4)C. Drug 2: C1C(C(OC1N2C=NC(=NC2=O)N)CO)O. Cell line: TK-10. Synergy scores: CSS=1.14, Synergy_ZIP=0.328, Synergy_Bliss=0.826, Synergy_Loewe=-10.7, Synergy_HSA=-3.55. (3) Drug 1: C1=CC(=CC=C1CCCC(=O)O)N(CCCl)CCCl. Drug 2: CN1C2=C(C=C(C=C2)N(CCCl)CCCl)N=C1CCCC(=O)O.Cl. Cell line: SF-539. Synergy scores: CSS=16.6, Synergy_ZIP=-5.61, Synergy_Bliss=-5.41, Synergy_Loewe=-11.8, Synergy_HSA=-5.00. (4) Drug 1: C1=CC=C(C=C1)NC(=O)CCCCCCC(=O)NO. Drug 2: COC1=C2C(=CC3=C1OC=C3)C=CC(=O)O2. Cell line: RXF 393. Synergy scores: CSS=4.65, Synergy_ZIP=-1.26, Synergy_Bliss=-1.24, Synergy_Loewe=-6.07, Synergy_HSA=-2.39. (5) Drug 1: CC(C)(C#N)C1=CC(=CC(=C1)CN2C=NC=N2)C(C)(C)C#N. Drug 2: C(CC(=O)O)C(=O)CN.Cl. Cell line: HCT-15. Synergy scores: CSS=3.41, Synergy_ZIP=-1.55, Synergy_Bliss=-4.44, Synergy_Loewe=7.19, Synergy_HSA=-7.99.